Dataset: Full USPTO retrosynthesis dataset with 1.9M reactions from patents (1976-2016). Task: Predict the reactants needed to synthesize the given product. (1) The reactants are: O.[OH-].[Li+].[CH3:4][C:5]1[CH:6]=[CH:7][C:8]([C:11]2[N:15]([C:16]3[N:21]=[CH:20][CH:19]=[CH:18][N:17]=3)[N:14]=[C:13]([C:22]([O:24]CC)=[O:23])[CH:12]=2)=[N:9][CH:10]=1.Cl.CO. Given the product [CH3:4][C:5]1[CH:6]=[CH:7][C:8]([C:11]2[N:15]([C:16]3[N:21]=[CH:20][CH:19]=[CH:18][N:17]=3)[N:14]=[C:13]([C:22]([OH:24])=[O:23])[CH:12]=2)=[N:9][CH:10]=1, predict the reactants needed to synthesize it. (2) Given the product [CH2:17]([O:10][C:3]1[CH:4]=[C:5]([CH:8]=[CH:9][C:2]=1[Cl:1])[CH:6]=[O:7])[C:18]1[CH:23]=[CH:22][CH:21]=[CH:20][CH:19]=1, predict the reactants needed to synthesize it. The reactants are: [Cl:1][C:2]1[CH:9]=[CH:8][C:5]([CH:6]=[O:7])=[CH:4][C:3]=1[OH:10].C([O-])([O-])=O.[K+].[K+].[CH2:17](Br)[C:18]1[CH:23]=[CH:22][CH:21]=[CH:20][CH:19]=1.C1(O)C=CC=CC=1.